From a dataset of Peptide-MHC class I binding affinity with 185,985 pairs from IEDB/IMGT. Regression. Given a peptide amino acid sequence and an MHC pseudo amino acid sequence, predict their binding affinity value. This is MHC class I binding data. (1) The peptide sequence is RVRPKKEVL. The MHC is HLA-A02:19 with pseudo-sequence HLA-A02:19. The binding affinity (normalized) is 0.0847. (2) The peptide sequence is ATPYDINQML. The MHC is HLA-B45:01 with pseudo-sequence HLA-B45:01. The binding affinity (normalized) is 0. (3) The peptide sequence is RPAPATGAL. The MHC is HLA-B48:01 with pseudo-sequence HLA-B48:01. The binding affinity (normalized) is 0.0847. (4) The peptide sequence is SLKHRQYVF. The MHC is HLA-B08:02 with pseudo-sequence HLA-B08:02. The binding affinity (normalized) is 0.415.